Dataset: Full USPTO retrosynthesis dataset with 1.9M reactions from patents (1976-2016). Task: Predict the reactants needed to synthesize the given product. (1) Given the product [Cl:1][CH2:2][C:3]([NH:14][NH:13][C:11](=[O:12])[C:10]1[CH:15]=[CH:16][C:7]([Cl:6])=[N:8][CH:9]=1)=[O:4], predict the reactants needed to synthesize it. The reactants are: [Cl:1][CH2:2][C:3](Cl)=[O:4].[Cl:6][C:7]1[CH:16]=[CH:15][C:10]([C:11]([NH:13][NH2:14])=[O:12])=[CH:9][N:8]=1.CN1CCOCC1. (2) Given the product [Cl:23][C:18]1[CH:17]=[C:16]([CH:21]=[C:20]([Cl:22])[CH:19]=1)[CH2:15][NH:14][C:12]([C:10]1[C:9]([OH:24])=[C:8]2[C:3]([CH:4]=[CH:5][CH:6]=[N:7]2)=[C:2]([N:25]2[CH2:30][CH2:29][NH:28][CH2:27][CH2:26]2)[N:11]=1)=[O:13].[F:34][C:33]([F:36])([F:35])[C:31]([O-:37])=[O:32].[NH:11]1[CH2:10][CH2:12][NH2+:14][CH2:15][CH2:16]1, predict the reactants needed to synthesize it. The reactants are: Br[C:2]1[N:11]=[C:10]([C:12]([NH:14][CH2:15][C:16]2[CH:21]=[C:20]([Cl:22])[CH:19]=[C:18]([Cl:23])[CH:17]=2)=[O:13])[C:9]([OH:24])=[C:8]2[C:3]=1[CH:4]=[CH:5][CH:6]=[N:7]2.[NH:25]1[CH2:30][CH2:29][NH:28][CH2:27][CH2:26]1.[C:31]([OH:37])([C:33]([F:36])([F:35])[F:34])=[O:32]. (3) Given the product [Br:1][C:2]1[CH:3]=[CH:4][C:5]([CH:8]([OH:12])[CH:9]([F:10])[F:11])=[N:6][CH:7]=1, predict the reactants needed to synthesize it. The reactants are: [Br:1][C:2]1[CH:3]=[CH:4][C:5]([C:8](=[O:12])[CH:9]([F:11])[F:10])=[N:6][CH:7]=1.[BH4-].[Na+].[NH4+].[Cl-].